Dataset: Full USPTO retrosynthesis dataset with 1.9M reactions from patents (1976-2016). Task: Predict the reactants needed to synthesize the given product. (1) Given the product [Cl:1][C:2]1[C:7]([C:8]2[CH:13]=[CH:12][CH:11]=[CH:10][CH:9]=2)=[C:6]([NH:25][CH3:24])[N:5]2[N:15]=[C:16]([C:18]3[CH:23]=[CH:22][CH:21]=[CH:20][N:19]=3)[N:17]=[C:4]2[N:3]=1, predict the reactants needed to synthesize it. The reactants are: [Cl:1][C:2]1[C:7]([C:8]2[CH:13]=[CH:12][CH:11]=[CH:10][CH:9]=2)=[C:6](Cl)[N:5]2[N:15]=[C:16]([C:18]3[CH:23]=[CH:22][CH:21]=[CH:20][N:19]=3)[N:17]=[C:4]2[N:3]=1.[CH3:24][NH2:25]. (2) Given the product [CH3:1][O:2][C:3]1[CH:12]=[C:11]2[C:6]([N:7]=[CH:8][C:9](=[O:13])[N:10]2[CH2:21][CH2:22][CH2:23][C:24]2([C:37]([O:39][CH2:40][CH3:41])=[O:38])[CH2:29][CH2:28][N:27]([C:30]([O:32][C:33]([CH3:34])([CH3:35])[CH3:36])=[O:31])[CH2:26][CH2:25]2)=[CH:5][CH:4]=1, predict the reactants needed to synthesize it. The reactants are: [CH3:1][O:2][C:3]1[CH:12]=[C:11]2[C:6]([N:7]=[CH:8][C:9](=[O:13])[NH:10]2)=[CH:5][CH:4]=1.[H-].[Na+].CS(O[CH2:21][CH2:22][CH2:23][C:24]1([C:37]([O:39][CH2:40][CH3:41])=[O:38])[CH2:29][CH2:28][N:27]([C:30]([O:32][C:33]([CH3:36])([CH3:35])[CH3:34])=[O:31])[CH2:26][CH2:25]1)(=O)=O. (3) Given the product [CH:19]1([S:9][C:10]2[CH:17]=[CH:16][CH:15]=[CH:14][C:11]=2[C:12]#[N:13])[CH2:21][CH2:20]1, predict the reactants needed to synthesize it. The reactants are: [C:12](#[N:13])[C:11]1[CH:14]=[CH:15][CH:16]=[CH:17][C:10]=1[S:9][S:9][C:10]1[CH:17]=[CH:16][CH:15]=[CH:14][C:11]=1[C:12]#[N:13].[CH:19]1([Mg]Br)[CH2:21][CH2:20]1. (4) Given the product [C:1]([O:5][C:6](=[O:19])[NH:7][CH2:8][CH2:9][CH2:10][N:11]([C:13]1[S:17][N:16]=[C:15]([N:20]2[CH:24]=[CH:23][N:22]=[CH:21]2)[N:14]=1)[CH3:12])([CH3:4])([CH3:3])[CH3:2], predict the reactants needed to synthesize it. The reactants are: [C:1]([O:5][C:6](=[O:19])[NH:7][CH2:8][CH2:9][CH2:10][N:11]([C:13]1[S:17][N:16]=[C:15](Cl)[N:14]=1)[CH3:12])([CH3:4])([CH3:3])[CH3:2].[NH:20]1[CH:24]=[CH:23][N:22]=[CH:21]1.[H-].[Na+]. (5) Given the product [F:31][C:32]1[CH:33]=[C:34]([CH:37]=[CH:38][C:39]=1[C:40]([F:41])([F:42])[F:43])[CH2:35][N:15]([C:3]1[N:4]=[C:5]2[CH:10]=[CH:9][C:8]([C:11]([F:12])([F:13])[F:14])=[CH:7][N:6]2[C:2]=1[CH3:1])[S:16]([C:19]1[CH:24]=[CH:23][CH:22]=[CH:21][CH:20]=1)(=[O:18])=[O:17], predict the reactants needed to synthesize it. The reactants are: [CH3:1][C:2]1[N:6]2[CH:7]=[C:8]([C:11]([F:14])([F:13])[F:12])[CH:9]=[CH:10][C:5]2=[N:4][C:3]=1[NH:15][S:16]([C:19]1[CH:24]=[CH:23][CH:22]=[CH:21][CH:20]=1)(=[O:18])=[O:17].C([O-])([O-])=O.[Na+].[Na+].[F:31][C:32]1[CH:33]=[C:34]([CH:37]=[CH:38][C:39]=1[C:40]([F:43])([F:42])[F:41])[CH2:35]Br. (6) Given the product [CH3:30][C:26]1[N:25]=[C:24]([CH:8]([C:6]2[CH:5]=[CH:4][CH:3]=[C:2]([CH3:1])[N:7]=2)[C:10]2[NH:11][C:12]([C:18]3[CH:23]=[CH:22][CH:21]=[CH:20][N:19]=3)=[N:13][CH:14]=2)[CH:29]=[CH:28][CH:27]=1, predict the reactants needed to synthesize it. The reactants are: [CH3:1][C:2]1[N:7]=[C:6]([C:8]([C:24]2[CH:29]=[CH:28][CH:27]=[C:26]([CH3:30])[N:25]=2)([C:10]2[NH:11][CH:12]([C:18]3[CH:23]=[CH:22][CH:21]=[CH:20][N:19]=3)[N:13](COC)[CH:14]=2)O)[CH:5]=[CH:4][CH:3]=1.[PH2](O)=O.I.